Dataset: Reaction yield outcomes from USPTO patents with 853,638 reactions. Task: Predict the reaction yield, written as a fraction of the theoretical maximum amount of product (1.0 means a 100% yield; for example, 0.34 means a 34% yield). (1) The reactants are [Cl:1][C:2]1[CH:3]=[C:4]([C:8]([C:13]2[N:21](S(C3C=CC=CC=3)(=O)=O)[C:16]3=[N:17][CH:18]=[CH:19][CH:20]=[C:15]3[CH:14]=2)=[CH:9][CH:10]([CH3:12])[CH3:11])[CH:5]=[CH:6][CH:7]=1.[OH-].[Na+]. The catalyst is C(O)C.O1CCCC1. The product is [Cl:1][C:2]1[CH:3]=[C:4]([C:8]([C:13]2[NH:21][C:16]3=[N:17][CH:18]=[CH:19][CH:20]=[C:15]3[CH:14]=2)=[CH:9][CH:10]([CH3:12])[CH3:11])[CH:5]=[CH:6][CH:7]=1. The yield is 0.770. (2) The reactants are CO[CH:3](OC)[CH2:4][CH:5](OC)OC.Cl.[C:13]([NH:17][NH2:18])([CH3:16])([CH3:15])[CH3:14].Cl.O. The catalyst is CCO. The product is [C:13]([N:17]1[CH:5]=[CH:4][CH:3]=[N:18]1)([CH3:16])([CH3:15])[CH3:14]. The yield is 0.890. (3) The reactants are F[C:2]1[CH:3]=[C:4]([CH:7]=[CH:8][C:9]=1[N:10]1[C:18]2[CH2:17][C:16]([CH3:20])([CH3:19])[CH2:15][C:14](=[O:21])[C:13]=2[CH:12]=[C:11]1[CH3:22])[C:5]#[N:6].[CH2:23]([OH:27])[CH2:24][CH2:25][CH3:26].[H-].[Na+].CN(C=[O:34])C. The product is [CH2:23]([O:27][C:2]1[CH:3]=[C:4]([CH:7]=[CH:8][C:9]=1[N:10]1[C:18]2[CH2:17][C:16]([CH3:20])([CH3:19])[CH2:15][C:14](=[O:21])[C:13]=2[CH:12]=[C:11]1[CH3:22])[C:5]([NH2:6])=[O:34])[CH2:24][CH2:25][CH3:26]. No catalyst specified. The yield is 0.650. (4) The product is [Cl:15][C:16]1[CH:21]=[CH:20][C:19]([O:22][C:2]2[CH:11]=[CH:10][C:5]([C:6]([O:8][CH3:9])=[O:7])=[C:4]([CH2:12][O:13][CH3:14])[CH:3]=2)=[CH:18][C:17]=1[C:23]([F:24])([F:25])[F:26]. The reactants are F[C:2]1[CH:11]=[CH:10][C:5]([C:6]([O:8][CH3:9])=[O:7])=[C:4]([CH2:12][O:13][CH3:14])[CH:3]=1.[Cl:15][C:16]1[CH:21]=[CH:20][C:19]([OH:22])=[CH:18][C:17]=1[C:23]([F:26])([F:25])[F:24]. No catalyst specified. The yield is 0.330. (5) The reactants are [CH3:1][C:2]1([CH3:19])[O:7][CH2:6][CH:5]([CH2:8][O:9][C:10]2[CH:15]=[CH:14][N+:13]([O-])=[C:12]([CH3:17])[C:11]=2[CH3:18])[CH2:4][O:3]1.C(OC(=O)C)(=[O:22])C.[OH-].[Na+]. The catalyst is CO. The product is [CH3:1][C:2]1([CH3:19])[O:7][CH2:6][CH:5]([CH2:8][O:9][C:10]2[CH:15]=[CH:14][N:13]=[C:12]([CH2:17][OH:22])[C:11]=2[CH3:18])[CH2:4][O:3]1. The yield is 0.772. (6) The reactants are [CH2:1]([OH:6])/[CH:2]=[CH:3]/[CH2:4][OH:5].[H-].[Na+].[CH3:9][O:10][C:11]1[CH:18]=[CH:17][C:14]([CH2:15]Cl)=[CH:13][CH:12]=1.[Na+].[Cl-]. The catalyst is CN(C=O)C. The product is [CH3:9][O:10][C:11]1[CH:18]=[CH:17][C:14]([CH2:15][O:5][CH2:4]/[CH:3]=[CH:2]/[CH2:1][OH:6])=[CH:13][CH:12]=1. The yield is 0.210. (7) The reactants are Cl[C:2]1[N:7]2[N:8]=[C:9]([NH2:11])[N:10]=[C:6]2[CH:5]=[CH:4][CH:3]=1.[CH:12]1([NH2:19])[CH2:18][CH2:17][CH2:16][CH2:15][CH2:14][CH2:13]1. No catalyst specified. The product is [CH:12]1([NH:19][C:2]2[N:7]3[N:8]=[C:9]([NH2:11])[N:10]=[C:6]3[CH:5]=[CH:4][CH:3]=2)[CH2:18][CH2:17][CH2:16][CH2:15][CH2:14][CH2:13]1. The yield is 0.590.